Dataset: Reaction yield outcomes from USPTO patents with 853,638 reactions. Task: Predict the reaction yield, written as a fraction of the theoretical maximum amount of product (1.0 means a 100% yield; for example, 0.34 means a 34% yield). (1) The reactants are C([O-])(=O)C.[K+].[CH2:6]([O:8][C:9]([C:11]1[NH:12][C:13]2[C:18]([CH:19]=1)=[CH:17][C:16](Br)=[CH:15][CH:14]=2)=[O:10])[CH3:7].B1(B2OC(C)(C)C(C)(C)O2)OC(C)(C)C(C)(C)O1.I[C:40]1[CH:45]=[CH:44][N:43]=[CH:42][CH:41]=1.C(=O)([O-])[O-].[Na+].[Na+]. The catalyst is O1CCOCC1.C(OCC)(=O)C.C1C=CC(P(C2C=CC=CC=2)C2C=CC=CC=2)=CC=1.C1C=CC(P(C2C=CC=CC=2)C2C=CC=CC=2)=CC=1.Cl[Pd]Cl. The product is [CH2:6]([O:8][C:9]([C:11]1[NH:12][C:13]2[C:18]([CH:19]=1)=[CH:17][C:16]([C:40]1[CH:45]=[CH:44][N:43]=[CH:42][CH:41]=1)=[CH:15][CH:14]=2)=[O:10])[CH3:7]. The yield is 0.590. (2) The reactants are [F:1][C:2]1[CH:7]=[CH:6][CH:5]=[CH:4][C:3]=1[C:8]1[N:12]([S:13]([C:16]2[CH:21]=[CH:20][CH:19]=[CH:18][C:17]=2[F:22])(=[O:15])=[O:14])[CH:11]=[C:10]([CH:23]=O)[CH:9]=1.CO.[CH3:27][NH2:28].[BH4-].[Na+].[ClH:31].C(=O)([O-])O.[Na+]. The catalyst is CO. The product is [ClH:31].[F:1][C:2]1[CH:7]=[CH:6][CH:5]=[CH:4][C:3]=1[C:8]1[N:12]([S:13]([C:16]2[CH:21]=[CH:20][CH:19]=[CH:18][C:17]=2[F:22])(=[O:15])=[O:14])[CH:11]=[C:10]([CH2:23][NH:28][CH3:27])[CH:9]=1. The yield is 0.700. (3) The reactants are [OH:1][C:2]1[CH:3]=[C:4]([CH:7]=[CH:8][C:9]=1[OH:10])[CH:5]=[O:6].[Na+].Cl[C:13]([F:18])([F:17])C([O-])=O.[OH-].[Na+].Cl. The catalyst is CN(C=O)C. The product is [F:17][CH:13]([F:18])[O:10][C:9]1[CH:8]=[CH:7][C:4]([CH:5]=[O:6])=[CH:3][C:2]=1[OH:1]. The yield is 0.240. (4) The reactants are [I:1][C:2]1[CH:7]=[CH:6][CH:5]=[CH:4][C:3]=1[CH2:8][C:9]([OH:11])=[O:10].S(=O)(=O)(O)O.[CH3:17]O. No catalyst specified. The product is [I:1][C:2]1[CH:7]=[CH:6][CH:5]=[CH:4][C:3]=1[CH2:8][C:9]([O:11][CH3:17])=[O:10]. The yield is 0.990. (5) The reactants are [Br:1][C:2]1[C:6]2[CH:7]=[C:8]([O:11][CH3:12])[CH:9]=[CH:10][C:5]=2[O:4][C:3]=1[CH:13]([NH:20][C:21]1[CH:29]=[CH:28][C:24]([C:25](O)=[O:26])=[CH:23][CH:22]=1)[CH:14]1[CH2:19][CH2:18][CH2:17][CH2:16][CH2:15]1.Cl.[CH2:31]([O:33][C:34](=[O:38])[CH2:35][CH2:36][NH2:37])[CH3:32].O.ON1C2C=CC=CC=2N=N1.Cl.C(N=C=NCCCN(C)C)C.Cl. The catalyst is CN(C)C=O.C(N(CC)CC)C. The product is [Br:1][C:2]1[C:6]2[CH:7]=[C:8]([O:11][CH3:12])[CH:9]=[CH:10][C:5]=2[O:4][C:3]=1[CH:13]([NH:20][C:21]1[CH:22]=[CH:23][C:24]([C:25]([NH:37][CH2:36][CH2:35][C:34]([O:33][CH2:31][CH3:32])=[O:38])=[O:26])=[CH:28][CH:29]=1)[CH:14]1[CH2:15][CH2:16][CH2:17][CH2:18][CH2:19]1. The yield is 0.880. (6) The reactants are [Si:1]([O:8][C@H:9]([CH3:23])[CH2:10][O:11][N:12]1C(=O)C2C(=CC=CC=2)C1=O)([C:4]([CH3:7])([CH3:6])[CH3:5])([CH3:3])[CH3:2].CNN. The catalyst is C(Cl)Cl.C(OCC)C. The product is [Si:1]([O:8][C@H:9]([CH3:23])[CH2:10][O:11][NH2:12])([C:4]([CH3:7])([CH3:6])[CH3:5])([CH3:3])[CH3:2]. The yield is 0.440. (7) The reactants are C([N:8]1[C@@H:13]([CH3:14])[CH2:12][O:11][C@H:10]([CH2:15][C:16]2[CH:21]=[CH:20][C:19]([F:22])=[CH:18][CH:17]=2)[CH2:9]1)C1C=CC=CC=1. The catalyst is C(O)C.[Pd]. The product is [F:22][C:19]1[CH:20]=[CH:21][C:16]([CH2:15][C@H:10]2[O:11][CH2:12][C@H:13]([CH3:14])[NH:8][CH2:9]2)=[CH:17][CH:18]=1. The yield is 1.00. (8) The reactants are [NH2:1][C:2]([CH3:10])([CH2:6][CH:7]([CH3:9])[CH3:8])[C:3]([OH:5])=[O:4].C([O-])([O-])=O.[K+].[K+].[O:17](C(OC(C)(C)C)=O)[C:18]([O:20][C:21]([CH3:24])([CH3:23])[CH3:22])=O. The catalyst is O1CCCC1.O. The product is [C:21]([O:20][C:18]([NH:1][C:2]([CH3:10])([CH2:6][CH:7]([CH3:9])[CH3:8])[C:3]([OH:5])=[O:4])=[O:17])([CH3:24])([CH3:23])[CH3:22]. The yield is 1.00.